Dataset: Peptide-MHC class II binding affinity with 134,281 pairs from IEDB. Task: Regression. Given a peptide amino acid sequence and an MHC pseudo amino acid sequence, predict their binding affinity value. This is MHC class II binding data. (1) The MHC is DRB3_0101 with pseudo-sequence DRB3_0101. The peptide sequence is ASAAILGHDGTVWAQ. The binding affinity (normalized) is 0.386. (2) The peptide sequence is CDEFINVPEWSYIVEKA. The MHC is DRB1_1101 with pseudo-sequence DRB1_1101. The binding affinity (normalized) is 0.339. (3) The peptide sequence is EAKYDAYVATVSEAL. The binding affinity (normalized) is 0.612. The MHC is DRB3_0101 with pseudo-sequence DRB3_0101. (4) The peptide sequence is INLIIHYVHRAGALG. The MHC is DRB1_1001 with pseudo-sequence DRB1_1001. The binding affinity (normalized) is 0.469. (5) The peptide sequence is AFKVAATAANAAPEN. The MHC is DRB1_0401 with pseudo-sequence DRB1_0401. The binding affinity (normalized) is 0.496. (6) The peptide sequence is MLHWSLILPGIKAQQ. The MHC is DRB1_0801 with pseudo-sequence DRB1_0801. The binding affinity (normalized) is 0.567. (7) The peptide sequence is QGNLSNTQLTRRSEI. The MHC is DRB1_0101 with pseudo-sequence DRB1_0101. The binding affinity (normalized) is 0.179. (8) The peptide sequence is TFHVEKGSNPNYLALLVKYVNGDGD. The MHC is HLA-DPA10301-DPB10402 with pseudo-sequence HLA-DPA10301-DPB10402. The binding affinity (normalized) is 0.347. (9) The peptide sequence is VNTLRFLVKNAGYLV. The MHC is H-2-IAb with pseudo-sequence H-2-IAb. The binding affinity (normalized) is 0.